This data is from Reaction yield outcomes from USPTO patents with 853,638 reactions. The task is: Predict the reaction yield, written as a fraction of the theoretical maximum amount of product (1.0 means a 100% yield; for example, 0.34 means a 34% yield). (1) The reactants are Cl[C:2]1[N:11]=[C:10]([N:12]2[CH2:17][CH2:16][O:15][CH2:14][CH2:13]2)[C:9]2[C:4](=[C:5]([O:32][CH2:33][CH2:34][OH:35])[CH:6]=[C:7]([C:18]3[C:19]([F:31])=[C:20]([NH:24][S:25]([CH2:28][CH2:29][CH3:30])(=[O:27])=[O:26])[CH:21]=[CH:22][CH:23]=3)[CH:8]=2)[N:3]=1.CC1(C)C(C)(C)OB([C:44]2[CH:45]=[CH:46][C:47]([NH2:50])=[N:48][CH:49]=2)O1.C(=O)([O-])[O-].[Na+].[Na+]. The catalyst is CN(C=O)C.O.Cl[Pd](Cl)([P](C1C=CC=CC=1)(C1C=CC=CC=1)C1C=CC=CC=1)[P](C1C=CC=CC=1)(C1C=CC=CC=1)C1C=CC=CC=1. The product is [NH2:50][C:47]1[N:48]=[CH:49][C:44]([C:2]2[N:11]=[C:10]([N:12]3[CH2:17][CH2:16][O:15][CH2:14][CH2:13]3)[C:9]3[C:4](=[C:5]([O:32][CH2:33][CH2:34][OH:35])[CH:6]=[C:7]([C:18]4[C:19]([F:31])=[C:20]([NH:24][S:25]([CH2:28][CH2:29][CH3:30])(=[O:27])=[O:26])[CH:21]=[CH:22][CH:23]=4)[CH:8]=3)[N:3]=2)=[CH:45][CH:46]=1. The yield is 0.0400. (2) The reactants are [Si]([O:8][CH2:9][CH2:10][N:11]1[CH2:22][C:21]2[C:23]([O:28]C)=[N:24][C:25]([CH3:27])=[CH:26][C:20]=2[CH2:19][CH2:18][CH:17]=[CH:16][CH2:15][C:14]2[C:30]([N:34]([CH2:41][CH3:42])[CH:35]3[CH2:40][CH2:39][O:38][CH2:37][CH2:36]3)=[CH:31][CH:32]=[CH:33][C:13]=2[C:12]1=[O:43])(C(C)(C)C)(C)C.Cl. The catalyst is O1CCOCC1.CO. The product is [CH2:41]([N:34]([CH:35]1[CH2:40][CH2:39][O:38][CH2:37][CH2:36]1)[C:30]1[C:14]2[CH2:15][CH:16]=[CH:17][CH2:18][CH2:19][C:20]3[CH:26]=[C:25]([CH3:27])[NH:24][C:23](=[O:28])[C:21]=3[CH2:22][N:11]([CH2:10][CH2:9][OH:8])[C:12](=[O:43])[C:13]=2[CH:33]=[CH:32][CH:31]=1)[CH3:42]. The yield is 0.406. (3) The reactants are [CH3:1][O:2][C:3]1[CH:4]=[CH:5][C:6]2[O:10][C:9]([CH:11]([NH:18][C:19]3[CH:24]=[CH:23][C:22]([C:25]([N:27]([CH3:35])[CH2:28][CH2:29][C:30]([O:32]CC)=[O:31])=[O:26])=[CH:21][CH:20]=3)[CH2:12][CH2:13][CH2:14][CH2:15][S:16][CH3:17])=[C:8]([CH3:36])[C:7]=2[CH:37]=1.O1CCCC1.[OH-].[Na+]. The catalyst is C(O)C. The product is [CH3:1][O:2][C:3]1[CH:4]=[CH:5][C:6]2[O:10][C:9]([CH:11]([NH:18][C:19]3[CH:20]=[CH:21][C:22]([C:25]([N:27]([CH3:35])[CH2:28][CH2:29][C:30]([OH:32])=[O:31])=[O:26])=[CH:23][CH:24]=3)[CH2:12][CH2:13][CH2:14][CH2:15][S:16][CH3:17])=[C:8]([CH3:36])[C:7]=2[CH:37]=1. The yield is 0.330. (4) The product is [Cl:31][C:28]1[CH:29]=[CH:30][C:25]([NH:23][C:21]2[N:22]=[C:18]3[CH:17]=[CH:16][CH:15]=[C:14]([C:11]4[CH:12]=[CH:13][C:8]([CH2:7][N:4]5[CH2:3][CH2:2][O:1][CH2:6][CH2:5]5)=[CH:9][CH:10]=4)[N:19]3[N:20]=2)=[CH:26][CH:27]=1. The yield is 0.440. The catalyst is O1CCOCC1.C(OCC)(=O)C.C1C=CC(/C=C/C(/C=C/C2C=CC=CC=2)=O)=CC=1.C1C=CC(/C=C/C(/C=C/C2C=CC=CC=2)=O)=CC=1.C1C=CC(/C=C/C(/C=C/C2C=CC=CC=2)=O)=CC=1.[Pd].[Pd]. The reactants are [O:1]1[CH2:6][CH2:5][N:4]([CH2:7][C:8]2[CH:13]=[CH:12][C:11]([C:14]3[N:19]4[N:20]=[C:21]([NH2:23])[N:22]=[C:18]4[CH:17]=[CH:16][CH:15]=3)=[CH:10][CH:9]=2)[CH2:3][CH2:2]1.Br[C:25]1[CH:30]=[CH:29][C:28]([Cl:31])=[CH:27][CH:26]=1.C(=O)([O-])[O-].[Cs+].[Cs+].C1(P(C2C=CC=CC=2)C2C3OC4C(=CC=CC=4P(C4C=CC=CC=4)C4C=CC=CC=4)C(C)(C)C=3C=CC=2)C=CC=CC=1. (5) The reactants are CC1C=CC(S(O[CH2:12][C@@H:13]2[O:18][C:17]3[C:19]([O:23][CH2:24][CH3:25])=[CH:20][CH:21]=[CH:22][C:16]=3[O:15][CH2:14]2)(=O)=O)=CC=1.[F:26][C:27]1[CH:28]=[C:29]2[C:33](=[CH:34][CH:35]=1)[NH:32][CH:31]=[C:30]2[C@H:36]1[CH2:40][CH2:39][C@H:38]([NH2:41])[CH2:37]1. No catalyst specified. The product is [CH2:24]([O:23][C:19]1[C:17]2[O:18][C@@H:13]([CH2:12][NH:41][C@H:38]3[CH2:39][CH2:40][C@H:36]([C:30]4[C:29]5[C:33](=[CH:34][CH:35]=[C:27]([F:26])[CH:28]=5)[NH:32][CH:31]=4)[CH2:37]3)[CH2:14][O:15][C:16]=2[CH:22]=[CH:21][CH:20]=1)[CH3:25]. The yield is 0.640. (6) The reactants are [Cl:1][C:2]1[C:11]2[C:6](=[CH:7][CH:8]=[CH:9][CH:10]=2)[N:5]=[CH:4][CH:3]=1.[S:12]1[CH:16]=[CH:15][C:14]2[C:17]([N:21]3[CH2:26][CH2:25][N:24]([CH2:27][CH2:28][CH2:29][OH:30])[CH2:23][CH2:22]3)=[CH:18][CH:19]=[CH:20][C:13]1=2.C(=O)([O-])[O-].[K+].[K+].CN(C)C=O. The catalyst is O. The product is [ClH:1].[S:12]1[CH:16]=[CH:15][C:14]2[C:17]([N:21]3[CH2:22][CH2:23][N:24]([CH2:27][CH2:28][CH2:29][O:30][C:4]4[CH:3]=[CH:2][C:11]5[C:6](=[CH:7][CH:8]=[CH:9][CH:10]=5)[N:5]=4)[CH2:25][CH2:26]3)=[CH:18][CH:19]=[CH:20][C:13]1=2. The yield is 0.780.